Dataset: Full USPTO retrosynthesis dataset with 1.9M reactions from patents (1976-2016). Task: Predict the reactants needed to synthesize the given product. (1) The reactants are: [CH3:1][C@H:2]1[N:7]([C:8]([C:10]2[CH:15]=[CH:14][CH:13]=[CH:12][C:11]=2[N:16]2[N:20]=[CH:19][CH:18]=[N:17]2)=[O:9])[CH2:6][C@H:5]([O:21][C:22]2[C:27]([C:28]([OH:31])(C)C)=[CH:26][CH:25]=[CH:24][N:23]=2)[CH2:4][CH2:3]1.FC1N=CC=C(I)C=1C(OC)=O.FC1C(C(O)(C)C)=CC=CN=1. Given the product [CH3:1][C@H:2]1[N:7]([C:8]([C:10]2[CH:15]=[CH:14][CH:13]=[CH:12][C:11]=2[N:16]2[N:20]=[CH:19][CH:18]=[N:17]2)=[O:9])[CH2:6][C@H:5]([O:21][C:22]2[C:27]([CH2:28][OH:31])=[CH:26][CH:25]=[CH:24][N:23]=2)[CH2:4][CH2:3]1, predict the reactants needed to synthesize it. (2) The reactants are: [Br:1][C:2]1[CH:10]=[CH:9][C:5]([C:6]([OH:8])=O)=[CH:4][C:3]=1[O:11][CH2:12][C:13]([F:16])([F:15])[F:14].Cl.[NH:18]1[CH2:21][CH:20]([OH:22])[CH2:19]1. Given the product [Br:1][C:2]1[CH:10]=[CH:9][C:5]([C:6]([N:18]2[CH2:21][CH:20]([OH:22])[CH2:19]2)=[O:8])=[CH:4][C:3]=1[O:11][CH2:12][C:13]([F:16])([F:15])[F:14], predict the reactants needed to synthesize it. (3) Given the product [ClH:33].[ClH:33].[CH2:37]([O:36][C:34](=[O:35])[N:24]([C:25]1[CH:26]=[N:27][CH:28]=[CH:29][CH:30]=1)[C:20]1[CH:21]=[CH:22][CH:23]=[C:18]([C:9]2[C:10]3[C:5](=[CH:4][C:3]([O:2][CH3:1])=[C:12]4[O:13][C:14]([CH3:17])([CH3:16])[CH2:15][C:11]4=3)[CH2:6][C:7]([CH3:32])([CH3:31])[N:8]=2)[CH:19]=1)[CH3:38], predict the reactants needed to synthesize it. The reactants are: [CH3:1][O:2][C:3]1[CH:4]=[C:5]2[C:10](=[C:11]3[CH2:15][C:14]([CH3:17])([CH3:16])[O:13][C:12]=13)[C:9]([C:18]1[CH:19]=[C:20]([NH:24][C:25]3[CH:26]=[N:27][CH:28]=[CH:29][CH:30]=3)[CH:21]=[CH:22][CH:23]=1)=[N:8][C:7]([CH3:32])([CH3:31])[CH2:6]2.[Cl:33][C:34]([O:36][CH2:37][CH3:38])=[O:35]. (4) Given the product [CH:72]1([C@H:67]([NH:66][C:29]([C:14]2[S:15][C:16]([C:18]3[CH:19]=[CH:20][C:21]([O:24][C:25]([F:28])([F:27])[F:26])=[CH:22][CH:23]=3)=[CH:17][C:13]=2[NH:12][C:10]([NH:9][C:3]2[C:4]([Cl:8])=[CH:5][CH:6]=[CH:7][C:2]=2[Cl:1])=[O:11])=[O:31])[C:68]([O:70][CH3:71])=[O:69])[CH2:77][CH2:76][CH2:75][CH2:74][CH2:73]1, predict the reactants needed to synthesize it. The reactants are: [Cl:1][C:2]1[CH:7]=[CH:6][CH:5]=[C:4]([Cl:8])[C:3]=1[NH:9][C:10]([NH:12][C:13]1[CH:17]=[C:16]([C:18]2[CH:23]=[CH:22][C:21]([O:24][C:25]([F:28])([F:27])[F:26])=[CH:20][CH:19]=2)[S:15][C:14]=1[C:29]([OH:31])=O)=[O:11].CN(C(ON1N=NC2C=CC=NC1=2)=[N+](C)C)C.F[P-](F)(F)(F)(F)F.CCN(C(C)C)C(C)C.Cl.[NH2:66][C@@H:67]([CH:72]1[CH2:77][CH2:76][CH2:75][CH2:74][CH2:73]1)[C:68]([O:70][CH3:71])=[O:69]. (5) Given the product [OH:10][CH2:9][C:3]1([CH3:2])[CH2:8][CH2:7][N:6]([C:12]2[N:17]=[CH:16][C:15]([B:18]([OH:20])[OH:19])=[CH:14][N:13]=2)[CH2:5][CH2:4]1, predict the reactants needed to synthesize it. The reactants are: Cl.[CH3:2][C:3]1([CH2:9][OH:10])[CH2:8][CH2:7][NH:6][CH2:5][CH2:4]1.Cl[C:12]1[N:17]=[CH:16][C:15]([B:18]([OH:20])[OH:19])=[CH:14][N:13]=1.C(N(CC)CC)C. (6) The reactants are: [CH:1]1([C:4]([C:6]2(C(O)=O)[CH2:10][CH2:9][CH2:8][CH2:7]2)=[O:5])[CH2:3][CH2:2]1.C([N:16](CC)CC)C.C1(P(N=[N+]=[N-])(C2C=CC=CC=2)=O)C=CC=CC=1.[C:38]([O-:41])(O)=[O:39].[Na+].[CH3:43][C:44](O)([CH3:46])[CH3:45]. Given the product [C:44]([O:41][C:38](=[O:39])[NH:16][C:6]1([C:4]([CH:1]2[CH2:2][CH2:3]2)=[O:5])[CH2:7][CH2:8][CH2:9][CH2:10]1)([CH3:46])([CH3:45])[CH3:43], predict the reactants needed to synthesize it.